The task is: Predict the reaction yield, written as a fraction of the theoretical maximum amount of product (1.0 means a 100% yield; for example, 0.34 means a 34% yield).. This data is from Reaction yield outcomes from USPTO patents with 853,638 reactions. (1) The reactants are [Cl:1][C:2]1[CH:7]=[CH:6][C:5]([N:8]2[C:13]([CH3:14])=[CH:12][CH:11]=[C:10]([C:15]([O:17]CC)=[O:16])[C:9]2=[O:20])=[CH:4][CH:3]=1.Cl. The catalyst is [OH-].[Na+].C1COCC1. The product is [Cl:1][C:2]1[CH:7]=[CH:6][C:5]([N:8]2[C:13]([CH3:14])=[CH:12][CH:11]=[C:10]([C:15]([OH:17])=[O:16])[C:9]2=[O:20])=[CH:4][CH:3]=1. The yield is 1.00. (2) The product is [CH3:33][C:32]([CH3:35])([O:31][C:29]([NH:1][CH2:2][C@@H:3]1[O:7][C:6](=[O:8])[N:5]([C:9]2[CH:10]=[C:11]3[C:16](=[CH:17][CH:18]=2)[CH2:15][N:14]([C:19]([O:21][CH2:22][C:23]2[CH:24]=[CH:25][CH:26]=[CH:27][CH:28]=2)=[O:20])[CH2:13][CH2:12]3)[CH2:4]1)=[O:30])[CH3:34]. The yield is 0.930. The reactants are [NH2:1][CH2:2][C@@H:3]1[O:7][C:6](=[O:8])[N:5]([C:9]2[CH:10]=[C:11]3[C:16](=[CH:17][CH:18]=2)[CH2:15][N:14]([C:19]([O:21][CH2:22][C:23]2[CH:28]=[CH:27][CH:26]=[CH:25][CH:24]=2)=[O:20])[CH2:13][CH2:12]3)[CH2:4]1.[C:29](O[C:29]([O:31][C:32]([CH3:35])([CH3:34])[CH3:33])=[O:30])([O:31][C:32]([CH3:35])([CH3:34])[CH3:33])=[O:30].C([O-])(O)=O.[Na+]. The catalyst is C1COCC1.O.O. (3) The reactants are Cl.[C:2]([C:6]1[CH:10]=[C:9]([CH2:11][NH2:12])[N:8]([C:13]2[CH:18]=[CH:17][C:16]([F:19])=[C:15]([F:20])[CH:14]=2)[N:7]=1)([CH3:5])([CH3:4])[CH3:3].[F:21][C:22]1[CH:23]=[C:24]([NH:33][C:34](=O)[O:35]C2C=CC=CC=2)[CH:25]=[CH:26][C:27]=1[N:28]1[CH2:31][CH:30]([OH:32])[CH2:29]1. The catalyst is C(#N)C. The product is [C:2]([C:6]1[CH:10]=[C:9]([CH2:11][NH:12][C:34]([NH:33][C:24]2[CH:25]=[CH:26][C:27]([N:28]3[CH2:29][CH:30]([OH:32])[CH2:31]3)=[C:22]([F:21])[CH:23]=2)=[O:35])[N:8]([C:13]2[CH:18]=[CH:17][C:16]([F:19])=[C:15]([F:20])[CH:14]=2)[N:7]=1)([CH3:5])([CH3:3])[CH3:4]. The yield is 0.460.